From a dataset of Full USPTO retrosynthesis dataset with 1.9M reactions from patents (1976-2016). Predict the reactants needed to synthesize the given product. Given the product [CH:16]1[C:12]2[C:13](=[O:14])[NH:1][C:2]3[CH:7]=[CH:6][CH:5]=[CH:4][C:3]=3[S:8][C:11]=2[CH:19]=[CH:18][CH:17]=1, predict the reactants needed to synthesize it. The reactants are: [NH2:1][C:2]1[CH:7]=[CH:6][CH:5]=[CH:4][C:3]=1[S:8]([C:11]1[CH:19]=[CH:18][CH:17]=[CH:16][C:12]=1[C:13](O)=[O:14])(=O)=O.S(=O)(=O)(O)O.